Dataset: Full USPTO retrosynthesis dataset with 1.9M reactions from patents (1976-2016). Task: Predict the reactants needed to synthesize the given product. (1) The reactants are: [NH:1]1[CH:5]=[CH:4][C:3]([O:6][CH2:7][C:8]2[C:13]([CH3:14])=[CH:12][CH:11]=[CH:10][C:9]=2[N:15]2[C:19](=[O:20])[N:18]([CH3:21])[N:17]=[N:16]2)=[N:2]1.[CH3:22][O:23][C:24]1[C:29](B(O)O)=[CH:28][CH:27]=[CH:26][N:25]=1. Given the product [CH3:22][O:23][C:24]1[C:29]([N:1]2[CH:5]=[CH:4][C:3]([O:6][CH2:7][C:8]3[C:13]([CH3:14])=[CH:12][CH:11]=[CH:10][C:9]=3[N:15]3[C:19](=[O:20])[N:18]([CH3:21])[N:17]=[N:16]3)=[N:2]2)=[CH:28][CH:27]=[CH:26][N:25]=1, predict the reactants needed to synthesize it. (2) Given the product [OH:22][CH2:21]/[CH:20]=[CH:19]/[C:13]1[CH:14]=[CH:15][C:16]([O:17][CH3:18])=[C:11]([NH:10][C:32]([C:25]2[CH:24]=[N:23][N:27]3[CH:28]=[CH:29][CH:30]=[N:31][C:26]=23)=[O:33])[CH:12]=1, predict the reactants needed to synthesize it. The reactants are: C(N(C(C)C)CC)(C)C.[NH2:10][C:11]1[CH:12]=[C:13](/[CH:19]=[CH:20]/[CH2:21][OH:22])[CH:14]=[CH:15][C:16]=1[O:17][CH3:18].[N:23]1[N:27]2[CH:28]=[CH:29][CH:30]=[N:31][C:26]2=[C:25]([C:32](O)=[O:33])[CH:24]=1.C1C=CC2N(O)N=NC=2C=1.CN(C(ON1N=NC2C=CC=CC1=2)=[N+](C)C)C.F[P-](F)(F)(F)(F)F. (3) Given the product [CH3:3][C@@H:2]([C@H:9]([C:10]1[CH:15]=[CH:14][CH:13]=[CH:12][CH:11]=1)[CH2:8][N+:5]([O-:7])=[O:6])[CH:1]=[O:4], predict the reactants needed to synthesize it. The reactants are: [CH:1](=[O:4])[CH2:2][CH3:3].[N+:5](/[CH:8]=[CH:9]/[C:10]1[CH:15]=[CH:14][CH:13]=[CH:12][CH:11]=1)([O-:7])=[O:6].CC(O)C.CCCCCC. (4) Given the product [CH:5]1[C:6]([C@H:7]2[CH2:8][O:9][C:10]3[CH:11]=[C:12]([OH:18])[CH:13]=[CH:14][C:15]=3[CH2:16]2)=[CH:1][CH:2]=[C:3]([OH:19])[CH:4]=1, predict the reactants needed to synthesize it. The reactants are: [CH:1]1[C:6]([C:7]2[C:16](=O)[C:15]3[CH:14]=[CH:13][C:12]([OH:18])=[CH:11][C:10]=3[O:9][CH:8]=2)=[CH:5][CH:4]=[C:3]([OH:19])[CH:2]=1.C(O)(C)C.CCCCCC. (5) Given the product [NH2:1][C:2]1[C:11]([N:12]2[CH2:13][CH2:14][O:15][CH2:16][CH2:17]2)=[CH:10][C:9]2[C:4](=[CH:5][CH:6]=[C:7]([C:18]3[C:27]([CH2:28][CH2:29][C:30]([CH3:33])([CH3:32])[CH3:31])=[CH:26][CH:25]=[CH:24][C:19]=3[C:20]([O:22][CH3:23])=[O:21])[CH:8]=2)[N:3]=1, predict the reactants needed to synthesize it. The reactants are: [NH2:1][C:2]1[C:11]([N:12]2[CH2:17][CH2:16][O:15][CH2:14][CH2:13]2)=[CH:10][C:9]2[C:4](=[CH:5][CH:6]=[C:7]([C:18]3[C:27]([C:28]#[C:29][C:30]([CH3:33])([CH3:32])[CH3:31])=[CH:26][CH:25]=[CH:24][C:19]=3[C:20]([O:22][CH3:23])=[O:21])[CH:8]=2)[N:3]=1. (6) Given the product [CH:35]([O:34][C:32](=[O:33])[NH:1][C:2]1[CH:7]=[CH:6][C:5]([C:8]2[N:9]([CH:26]3[CH2:29][CH2:28][CH2:27]3)[C:10]3[C:15]([C:16]=2[C:17]#[N:18])=[CH:14][CH:13]=[C:12]([O:19][C:20]2[N:21]=[CH:22][CH:23]=[CH:24][N:25]=2)[CH:11]=3)=[CH:4][C:3]=1[Cl:30])([CH3:37])[CH3:36], predict the reactants needed to synthesize it. The reactants are: [NH2:1][C:2]1[CH:7]=[CH:6][C:5]([C:8]2[N:9]([CH:26]3[CH2:29][CH2:28][CH2:27]3)[C:10]3[C:15]([C:16]=2[C:17]#[N:18])=[CH:14][CH:13]=[C:12]([O:19][C:20]2[N:25]=[CH:24][CH:23]=[CH:22][N:21]=2)[CH:11]=3)=[CH:4][C:3]=1[Cl:30].Cl[C:32]([O:34][CH:35]([CH3:37])[CH3:36])=[O:33]. (7) The reactants are: [CH3:1][C:2]1[CH:10]=[CH:9][C:5]([C:6]([OH:8])=[O:7])=[C:4]([C:11]2[CH:16]=[CH:15][CH:14]=[CH:13][CH:12]=2)[CH:3]=1.[Br:17]N1C(=O)CCC1=O.C(OCC)(=O)C. Given the product [Br:17][CH2:1][C:2]1[CH:10]=[CH:9][C:5]([C:6]([OH:8])=[O:7])=[C:4]([C:11]2[CH:16]=[CH:15][CH:14]=[CH:13][CH:12]=2)[CH:3]=1, predict the reactants needed to synthesize it.